Regression. Given a peptide amino acid sequence and an MHC pseudo amino acid sequence, predict their binding affinity value. This is MHC class II binding data. From a dataset of Peptide-MHC class II binding affinity with 134,281 pairs from IEDB. (1) The peptide sequence is DKCVTVMAPDKPSLD. The MHC is DRB1_1101 with pseudo-sequence DRB1_1101. The binding affinity (normalized) is 0.243. (2) The peptide sequence is TVPRTKYTATISGLK. The MHC is HLA-DPA10103-DPB10401 with pseudo-sequence HLA-DPA10103-DPB10401. The binding affinity (normalized) is 0.115. (3) The peptide sequence is KGVERLAVMGDVAWD. The MHC is DRB1_0901 with pseudo-sequence DRB1_0901. The binding affinity (normalized) is 0.355. (4) The peptide sequence is KYAVFEAALTKAITA. The MHC is DRB1_0701 with pseudo-sequence DRB1_0701. The binding affinity (normalized) is 0.926.